Dataset: Forward reaction prediction with 1.9M reactions from USPTO patents (1976-2016). Task: Predict the product of the given reaction. Given the reactants C1C=CN=CC=1.F.[Si:8]([O:15][C@@H:16]([CH2:42][CH2:43][O:44][Si](C(C)(C)C)(C)C)[C@H:17]([CH3:41])/[CH:18]=[CH:19]/[CH2:20][O:21][C:22]([C:35]1[CH:40]=[CH:39][CH:38]=[CH:37][CH:36]=1)([C:29]1[CH:34]=[CH:33][CH:32]=[CH:31][CH:30]=1)[C:23]1[CH:28]=[CH:27][CH:26]=[CH:25][CH:24]=1)([C:11]([CH3:14])([CH3:13])[CH3:12])([CH3:10])[CH3:9], predict the reaction product. The product is: [Si:8]([O:15][C@H:16]([C@H:17]([CH3:41])/[CH:18]=[CH:19]/[CH2:20][O:21][C:22]([C:29]1[CH:34]=[CH:33][CH:32]=[CH:31][CH:30]=1)([C:35]1[CH:40]=[CH:39][CH:38]=[CH:37][CH:36]=1)[C:23]1[CH:24]=[CH:25][CH:26]=[CH:27][CH:28]=1)[CH2:42][CH2:43][OH:44])([C:11]([CH3:14])([CH3:13])[CH3:12])([CH3:10])[CH3:9].